From a dataset of Catalyst prediction with 721,799 reactions and 888 catalyst types from USPTO. Predict which catalyst facilitates the given reaction. Reactant: [NH:1]1[C:5]2[CH:6]=[CH:7][CH:8]=[CH:9][C:4]=2[N:3]=[C:2]1[CH2:10][N:11]1[C@@H:24]2[C@@H:15]([CH2:16][CH2:17][C:18]3[C:23]2=[N:22][CH:21]=[CH:20][CH:19]=3)[CH2:14][CH2:13][CH2:12]1.C(N(C(C)C)CC)(C)C.BrCCCC1C=CC=[C:40]2[C:41]([NH:43]C(=O)[C:39]=12)=O.[I-].[K+]. Product: [N:11]1([CH2:10][C:2]2[N:3]([CH2:39][CH2:40][CH2:41][NH2:43])[C:4]3[CH:9]=[CH:8][CH:7]=[CH:6][C:5]=3[N:1]=2)[C@@H:24]2[C@@H:15]([CH2:16][CH2:17][C:18]3[C:23]2=[N:22][CH:21]=[CH:20][CH:19]=3)[CH2:14][CH2:13][CH2:12]1. The catalyst class is: 136.